Predict the reactants needed to synthesize the given product. From a dataset of Full USPTO retrosynthesis dataset with 1.9M reactions from patents (1976-2016). (1) Given the product [CH:5]1[C:6]([CH2:7][CH2:8][C:9]2[C:13]3[C:14]([NH:16][C:17]([NH2:19])=[N:18][C:12]=3[NH:11][CH:10]=2)=[O:15])=[CH:1][CH:2]=[C:3]([C:20]([NH:22][C@@H:23]([C:29]([O-:31])=[O:30])[CH2:24][CH2:25][C:26]([O-:28])=[O:27])=[O:21])[CH:4]=1.[Na+:34].[Na+:34].[CH:39]1[C:40]([CH2:41][CH2:42][C:43]2[C:47]3[C:48]([N:50]=[C:51]([NH2:53])[NH:52][C:46]=3[NH:45][CH:44]=2)=[O:49])=[CH:35][CH:36]=[C:37]([C:54]([NH:56][C@H:57]([C:63]([O-:65])=[O:64])[CH2:58][CH2:59][C:60]([O-:62])=[O:61])=[O:55])[CH:38]=1.[OH2:33].[OH2:15].[OH2:15].[OH2:15].[OH2:15].[OH2:15].[OH2:15].[Na+:34].[Na+:34], predict the reactants needed to synthesize it. The reactants are: [CH:1]1[C:6]([CH2:7][CH2:8][C:9]2[C:13]3[C:14]([NH:16][C:17]([NH2:19])=[N:18][C:12]=3[NH:11][CH:10]=2)=[O:15])=[CH:5][CH:4]=[C:3]([C:20]([NH:22][C@@H:23]([C:29]([OH:31])=[O:30])[CH2:24][CH2:25][C:26]([OH:28])=[O:27])=[O:21])[CH:2]=1.[Na].[OH-:33].[Na+:34].[CH:35]1[C:40]([CH2:41][CH2:42][C:43]2[C:47]3[C:48]([NH:50][C:51]([NH2:53])=[N:52][C:46]=3[NH:45][CH:44]=2)=[O:49])=[CH:39][CH:38]=[C:37]([C:54]([NH:56][C@@H:57]([C:63]([O-:65])=[O:64])[CH2:58][CH2:59][C:60]([O-:62])=[O:61])=[O:55])[CH:36]=1.[Na+].[Na+]. (2) Given the product [CH3:25][C:4]1[CH:5]=[C:6]([NH:8][C:9]([CH2:11][C:12]2[CH:17]=[CH:16][C:15]([O:18][C:19]([CH3:20])([CH3:21])[C:22]([NH:31][CH:30]([CH:32]([CH3:34])[CH3:33])[C:29]([OH:28])=[O:35])=[O:23])=[CH:14][CH:13]=2)=[O:10])[CH:7]=[C:2]([CH3:1])[CH:3]=1, predict the reactants needed to synthesize it. The reactants are: [CH3:1][C:2]1[CH:3]=[C:4]([CH3:25])[CH:5]=[C:6]([NH:8][C:9]([CH2:11][C:12]2[CH:13]=[CH:14][C:15]([O:18][C:19]([C:22](O)=[O:23])([CH3:21])[CH3:20])=[CH:16][CH:17]=2)=[O:10])[CH:7]=1.Cl.C[O:28][C:29](=[O:35])[C@H:30]([CH:32]([CH3:34])[CH3:33])[NH2:31].O.ON1C2C=CC=CC=2N=N1.CN1CCOCC1.Cl.CN(C)CCCN=C=NCC. (3) Given the product [Cl:1][C:2]1[CH:30]=[C:29]([C:31]#[N:32])[CH:28]=[C:27]([F:33])[C:3]=1[C:4]([NH:6][C:7]1[CH:12]=[CH:11][N:10]=[C:9]([Cl:13])[C:8]=1[F:14])=[O:5], predict the reactants needed to synthesize it. The reactants are: [Cl:1][C:2]1[CH:30]=[C:29]([C:31]#[N:32])[CH:28]=[C:27]([F:33])[C:3]=1[C:4]([N:6](C(=O)C1C(F)=CC(C#N)=CC=1Cl)[C:7]1[CH:12]=[CH:11][N:10]=[C:9]([Cl:13])[C:8]=1[F:14])=[O:5].[OH-].[Na+].